Predict the product of the given reaction. From a dataset of Forward reaction prediction with 1.9M reactions from USPTO patents (1976-2016). Given the reactants [CH3:1][O:2][C:3]1[N:8]=[CH:7][C:6]([C:9](=[O:13])[CH2:10][C:11]#[N:12])=[CH:5][CH:4]=1.O[CH:15]1[CH2:20]SC(O)C[S:16]1, predict the reaction product. The product is: [NH2:12][C:11]1[S:16][CH:15]=[CH:20][C:10]=1[C:9]([C:6]1[CH:7]=[N:8][C:3]([O:2][CH3:1])=[CH:4][CH:5]=1)=[O:13].